Dataset: Reaction yield outcomes from USPTO patents with 853,638 reactions. Task: Predict the reaction yield, written as a fraction of the theoretical maximum amount of product (1.0 means a 100% yield; for example, 0.34 means a 34% yield). The reactants are [NH2:1][C:2]1[CH:7]=[C:6]([Cl:8])[CH:5]=[CH:4][C:3]=1[SH:9].[CH3:10][N:11]([CH3:16])[C:12](=[O:15])[CH:13]=[CH2:14].CC(O)=O. The catalyst is C(Cl)Cl. The product is [NH2:1][C:2]1[CH:7]=[C:6]([Cl:8])[CH:5]=[CH:4][C:3]=1[S:9][CH2:14][CH2:13][C:12]([N:11]([CH3:16])[CH3:10])=[O:15]. The yield is 0.540.